Dataset: Full USPTO retrosynthesis dataset with 1.9M reactions from patents (1976-2016). Task: Predict the reactants needed to synthesize the given product. (1) Given the product [ClH:23].[Cl:23][C:18]1[CH:17]=[C:16]([C:13](=[O:15])[NH2:14])[CH:21]=[CH:20][C:19]=1[O:9][CH:6]1[CH2:7][CH2:8][N:2]([CH3:1])[CH2:3][C:4]2[O:12][CH:11]=[CH:10][C:5]1=2, predict the reactants needed to synthesize it. The reactants are: [CH3:1][N:2]1[CH2:8][CH2:7][CH:6]([OH:9])[C:5]2[CH:10]=[CH:11][O:12][C:4]=2[CH2:3]1.[C:13]([C:16]1[CH:21]=[CH:20][C:19](F)=[C:18]([Cl:23])[CH:17]=1)(=[O:15])[NH2:14]. (2) Given the product [CH3:1][O:2][C:3]([C:5]1[CH:10]=[C:9]([CH2:11][Br:19])[N:8]2[CH:12]=[CH:13][CH:14]=[C:7]2[N:6]=1)=[O:4], predict the reactants needed to synthesize it. The reactants are: [CH3:1][O:2][C:3]([C:5]1[CH:10]=[C:9]([CH3:11])[N:8]2[CH:12]=[CH:13][CH:14]=[C:7]2[N:6]=1)=[O:4].C(O)(=O)C.[Br:19]Br. (3) Given the product [F:39][C:2]1([F:1])[CH2:3][CH2:4][CH:5]([NH:8][C:9]([C:11]2[N:12]=[C:13]([C:31]3[CH:36]=[CH:35][C:34]([Cl:37])=[CH:33][C:32]=3[Cl:38])[N:14]([C:17]3[CH:18]=[CH:19][C:20]([OH:23])=[CH:21][CH:22]=3)[C:15]=2[CH3:16])=[O:10])[CH2:6][CH2:7]1, predict the reactants needed to synthesize it. The reactants are: [F:1][C:2]1([F:39])[CH2:7][CH2:6][CH:5]([NH:8][C:9]([C:11]2[N:12]=[C:13]([C:31]3[CH:36]=[CH:35][C:34]([Cl:37])=[CH:33][C:32]=3[Cl:38])[N:14]([C:17]3[CH:22]=[CH:21][C:20]([O:23]CC4C=CC=CC=4)=[CH:19][CH:18]=3)[C:15]=2[CH3:16])=[O:10])[CH2:4][CH2:3]1. (4) Given the product [Cl:38][C:24]1[CH:25]=[C:26]([Cl:37])[C:27]([O:29][CH2:30][CH2:31][N:32]([CH2:35][CH3:36])[CH2:33][CH3:34])=[CH:28][C:23]=1[C:12]1[C:13]2[CH:18]=[C:17]([C:19]3[NH:3][CH2:2][CH2:1][N:4]=3)[S:16][C:14]=2[N:15]=[C:10]([NH2:9])[N:11]=1, predict the reactants needed to synthesize it. The reactants are: [CH2:1]([NH2:4])[CH2:2][NH2:3].C(O)(=O)C.[NH2:9][C:10]1[N:11]=[C:12]([C:23]2[CH:28]=[C:27]([O:29][CH2:30][CH2:31][N:32]([CH2:35][CH3:36])[CH2:33][CH3:34])[C:26]([Cl:37])=[CH:25][C:24]=2[Cl:38])[C:13]2[CH:18]=[C:17]([C:19](NO)=N)[S:16][C:14]=2[N:15]=1.